From a dataset of Full USPTO retrosynthesis dataset with 1.9M reactions from patents (1976-2016). Predict the reactants needed to synthesize the given product. (1) Given the product [C:34]([NH:1][C:2]1[S:3][C:4]2[S:10](=[O:12])(=[O:11])[CH2:9][C:8]3[C:13]([C:22]([O:24][CH2:25][CH3:26])=[O:23])=[N:14][N:15]([CH:16]4[CH2:17][CH2:18][O:19][CH2:20][CH2:21]4)[C:7]=3[C:5]=2[N:6]=1)(=[O:36])[CH3:35], predict the reactants needed to synthesize it. The reactants are: [NH2:1][C:2]1[S:3][C:4]2[S:10](=[O:12])(=[O:11])[CH2:9][C:8]3[C:13]([C:22]([O:24][CH2:25][CH3:26])=[O:23])=[N:14][N:15]([CH:16]4[CH2:21][CH2:20][O:19][CH2:18][CH2:17]4)[C:7]=3[C:5]=2[N:6]=1.C(N(CC)CC)C.[C:34](Cl)(=[O:36])[CH3:35].O. (2) Given the product [CH3:1][O:2][C:3](=[O:12])[C:4]1[CH:9]=[CH:8][C:7]([F:10])=[C:6]([N:11]=[CH:17][C:16]2[CH:19]=[CH:20][CH:21]=[C:14]([Br:13])[CH:15]=2)[CH:5]=1, predict the reactants needed to synthesize it. The reactants are: [CH3:1][O:2][C:3](=[O:12])[C:4]1[CH:9]=[CH:8][C:7]([F:10])=[C:6]([NH2:11])[CH:5]=1.[Br:13][C:14]1[CH:15]=[C:16]([CH:19]=[CH:20][CH:21]=1)[CH:17]=O. (3) Given the product [F:1][C:2]1[CH:7]=[C:6]([F:8])[CH:5]=[CH:4][C:3]=1[CH2:9][NH:10][C:11]([C:13]1[C:14](=[O:46])[C:15]([OH:38])=[C:16]2[C:35](=[O:36])[N:20]3[CH:21]4[CH2:28][CH2:27][CH:26]([C:29]5[CH:34]=[CH:33][CH:32]=[CH:31][CH:30]=5)[CH2:25][CH:22]4[CH2:23][O:24][CH:19]3[CH2:18][N:17]2[CH:37]=1)=[O:12], predict the reactants needed to synthesize it. The reactants are: [F:1][C:2]1[CH:7]=[C:6]([F:8])[CH:5]=[CH:4][C:3]=1[CH2:9][NH:10][C:11]([C:13]1[C:14](=[O:46])[C:15]([O:38]CC2C=CC=CC=2)=[C:16]2[C:35](=[O:36])[N:20]3[CH:21]4[CH2:28][CH2:27][CH:26]([C:29]5[CH:34]=[CH:33][CH:32]=[CH:31][CH:30]=5)[CH2:25][CH:22]4[CH2:23][O:24][CH:19]3[CH2:18][N:17]2[CH:37]=1)=[O:12]. (4) Given the product [F:32][C:29]1[CH:30]=[CH:31][C:26]([NH:1][CH2:2][C@@H:3]2[C@H:8]([CH3:9])[CH2:7][CH2:6][CH2:5][N:4]2[C:10]([C:12]2[CH:17]=[C:16]([CH3:18])[CH:15]=[CH:14][C:13]=2[C:19]2[CH:24]=[CH:23][CH:22]=[CH:21][N:20]=2)=[O:11])=[N:27][CH:28]=1, predict the reactants needed to synthesize it. The reactants are: [NH2:1][CH2:2][C@@H:3]1[C@H:8]([CH3:9])[CH2:7][CH2:6][CH2:5][N:4]1[C:10]([C:12]1[CH:17]=[C:16]([CH3:18])[CH:15]=[CH:14][C:13]=1[C:19]1[CH:24]=[CH:23][CH:22]=[CH:21][N:20]=1)=[O:11].Br[C:26]1[CH:31]=[CH:30][C:29]([F:32])=[CH:28][N:27]=1. (5) Given the product [Br:1][C:2]1[CH:3]=[CH:4][C:5]([O:10][CH2:18][O:19][CH3:20])=[C:6]([CH:9]=1)[CH:7]=[O:8], predict the reactants needed to synthesize it. The reactants are: [Br:1][C:2]1[CH:3]=[CH:4][C:5]([OH:10])=[C:6]([CH:9]=1)[CH:7]=[O:8].C(=O)([O-])[O-].[K+].[K+].Cl[CH2:18][O:19][CH3:20].Cl. (6) Given the product [C:1]1([CH:7]([CH3:9])[CH3:8])[CH:6]=[CH:5][CH:4]=[CH:3][CH:2]=1, predict the reactants needed to synthesize it. The reactants are: [CH:1]1[CH:6]=[CH:5][CH:4]=[CH:3][CH:2]=1.[CH:7](O)([CH3:9])[CH3:8].